From a dataset of NCI-60 drug combinations with 297,098 pairs across 59 cell lines. Regression. Given two drug SMILES strings and cell line genomic features, predict the synergy score measuring deviation from expected non-interaction effect. (1) Drug 1: CC1=C(C=C(C=C1)NC2=NC=CC(=N2)N(C)C3=CC4=NN(C(=C4C=C3)C)C)S(=O)(=O)N.Cl. Drug 2: CC(C)NC(=O)C1=CC=C(C=C1)CNNC.Cl. Cell line: U251. Synergy scores: CSS=4.12, Synergy_ZIP=-3.25, Synergy_Bliss=-3.68, Synergy_Loewe=-6.75, Synergy_HSA=-4.26. (2) Cell line: DU-145. Drug 2: C1CCC(C(C1)N)N.C(=O)(C(=O)[O-])[O-].[Pt+4]. Synergy scores: CSS=40.7, Synergy_ZIP=6.54, Synergy_Bliss=13.6, Synergy_Loewe=2.62, Synergy_HSA=12.0. Drug 1: C1C(C(OC1N2C=NC(=NC2=O)N)CO)O. (3) Drug 1: CC1=C2C(C(=O)C3(C(CC4C(C3C(C(C2(C)C)(CC1OC(=O)C(C(C5=CC=CC=C5)NC(=O)OC(C)(C)C)O)O)OC(=O)C6=CC=CC=C6)(CO4)OC(=O)C)OC)C)OC. Drug 2: C(CN)CNCCSP(=O)(O)O. Cell line: TK-10. Synergy scores: CSS=24.1, Synergy_ZIP=-2.83, Synergy_Bliss=-9.00, Synergy_Loewe=-28.4, Synergy_HSA=-10.0. (4) Drug 1: CN1CCC(CC1)COC2=C(C=C3C(=C2)N=CN=C3NC4=C(C=C(C=C4)Br)F)OC. Drug 2: CC1=C(C(=CC=C1)Cl)NC(=O)C2=CN=C(S2)NC3=CC(=NC(=N3)C)N4CCN(CC4)CCO. Cell line: RXF 393. Synergy scores: CSS=34.9, Synergy_ZIP=-2.78, Synergy_Bliss=4.85, Synergy_Loewe=-3.71, Synergy_HSA=6.97. (5) Drug 1: CC1=C2C(C(=O)C3(C(CC4C(C3C(C(C2(C)C)(CC1OC(=O)C(C(C5=CC=CC=C5)NC(=O)OC(C)(C)C)O)O)OC(=O)C6=CC=CC=C6)(CO4)OC(=O)C)O)C)O. Drug 2: CS(=O)(=O)CCNCC1=CC=C(O1)C2=CC3=C(C=C2)N=CN=C3NC4=CC(=C(C=C4)OCC5=CC(=CC=C5)F)Cl. Cell line: SK-MEL-28. Synergy scores: CSS=12.5, Synergy_ZIP=12.0, Synergy_Bliss=16.2, Synergy_Loewe=16.2, Synergy_HSA=16.4.